Dataset: Reaction yield outcomes from USPTO patents with 853,638 reactions. Task: Predict the reaction yield, written as a fraction of the theoretical maximum amount of product (1.0 means a 100% yield; for example, 0.34 means a 34% yield). (1) The reactants are Br[C:2]1[C:10]2[C:9]([NH:11][C@H:12]([C:14]3[N:19]([C:20]4[CH:25]=[CH:24][CH:23]=[CH:22][CH:21]=4)[C:18](=[O:26])[C:17]4=[C:27]([CH3:30])[CH:28]=[CH:29][N:16]4[N:15]=3)[CH3:13])=[N:8][CH:7]=[N:6][C:5]=2[N:4]([CH2:31][O:32][CH2:33][CH2:34][Si:35]([CH3:38])([CH3:37])[CH3:36])[CH:3]=1.[CH3:39][O:40][C:41]1[CH:46]=[C:45](B2OC(C)(C)C(C)(C)O2)[CH:44]=[CH:43][C:42]=1[OH:56].C(=O)([O-])[O-].[Na+].[Na+]. The catalyst is COCCOC.O. The product is [OH:56][C:42]1[CH:43]=[CH:44][C:45]([C:2]2[C:10]3[C:9]([NH:11][C@H:12]([C:14]4[N:19]([C:20]5[CH:25]=[CH:24][CH:23]=[CH:22][CH:21]=5)[C:18](=[O:26])[C:17]5=[C:27]([CH3:30])[CH:28]=[CH:29][N:16]5[N:15]=4)[CH3:13])=[N:8][CH:7]=[N:6][C:5]=3[N:4]([CH2:31][O:32][CH2:33][CH2:34][Si:35]([CH3:38])([CH3:37])[CH3:36])[CH:3]=2)=[CH:46][C:41]=1[O:40][CH3:39]. The yield is 0.680. (2) The reactants are [F:1][C:2]1[CH:9]=[CH:8][C:5]([CH2:6]Br)=[CH:4][CH:3]=1.[P:10]([O:15]C)([O:13][CH3:14])[O:11][CH3:12]. The catalyst is C(OCC)(=O)C. The product is [CH3:12][O:11][P:10]([CH2:6][C:5]1[CH:8]=[CH:9][C:2]([F:1])=[CH:3][CH:4]=1)(=[O:15])[O:13][CH3:14]. The yield is 0.660. (3) The product is [C:1]([C:4]1[N:9]=[C:8]([C:27]2[CH:26]=[CH:25][C:24]([O:23][C:22]3[CH:21]=[CH:20][C:19]([F:18])=[CH:40][CH:39]=3)=[CH:29][CH:28]=2)[N:7]=[C:6]([NH:11][C@@H:12]([CH3:17])[C:13]([O:15][CH3:16])=[O:14])[CH:5]=1)(=[O:3])[NH2:2]. The catalyst is O1CCOCC1.C1C=CC(P(C2C=CC=CC=2)[C-]2C=CC=C2)=CC=1.C1C=CC(P(C2C=CC=CC=2)[C-]2C=CC=C2)=CC=1.Cl[Pd]Cl.[Fe+2]. The reactants are [C:1]([C:4]1[N:9]=[C:8](Cl)[N:7]=[C:6]([NH:11][C@@H:12]([CH3:17])[C:13]([O:15][CH3:16])=[O:14])[CH:5]=1)(=[O:3])[NH2:2].[F:18][C:19]1[CH:40]=[CH:39][C:22]([O:23][C:24]2[CH:29]=[CH:28][C:27](B3OC(C)(C)C(C)(C)O3)=[CH:26][CH:25]=2)=[CH:21][CH:20]=1.C([O-])([O-])=O.[Na+].[Na+]. The yield is 0.510. (4) The reactants are [CH3:1][S:2]([NH:5][C:6]([C:8]1[CH:9]=[C:10]([CH:15]=[CH:16][CH:17]=1)[C:11]([O:13]C)=[O:12])=[O:7])(=[O:4])=[O:3].[OH-].[Na+]. The yield is 0.420. The catalyst is CO.O. The product is [CH3:1][S:2]([NH:5][C:6]([C:8]1[CH:9]=[C:10]([CH:15]=[CH:16][CH:17]=1)[C:11]([OH:13])=[O:12])=[O:7])(=[O:4])=[O:3]. (5) The reactants are [C:1]([NH:5][S:6]([C:9]1[CH:17]=[C:16]2[C:12]([C:13]([CH:19]3[CH2:24][CH2:23][CH2:22][CH2:21][CH2:20]3)=[C:14](Br)[NH:15]2)=[CH:11][CH:10]=1)(=[O:8])=[O:7])([CH3:4])([CH3:3])[CH3:2].CC1(C)C(C)(C)OB([C:33]2[CH:38]=[CH:37][C:36]([CH3:39])=[CH:35][C:34]=2[NH2:40])O1.C(=O)([O-])O.[Na+]. The catalyst is COCCOC.O.C1C=CC([P]([Pd]([P](C2C=CC=CC=2)(C2C=CC=CC=2)C2C=CC=CC=2)([P](C2C=CC=CC=2)(C2C=CC=CC=2)C2C=CC=CC=2)[P](C2C=CC=CC=2)(C2C=CC=CC=2)C2C=CC=CC=2)(C2C=CC=CC=2)C2C=CC=CC=2)=CC=1. The product is [C:1]([NH:5][S:6]([C:9]1[CH:17]=[C:16]2[C:12]([C:13]([CH:19]3[CH2:24][CH2:23][CH2:22][CH2:21][CH2:20]3)=[C:14]([C:33]3[CH:38]=[CH:37][C:36]([CH3:39])=[CH:35][C:34]=3[NH2:40])[NH:15]2)=[CH:11][CH:10]=1)(=[O:8])=[O:7])([CH3:4])([CH3:3])[CH3:2]. The yield is 0.963.